This data is from NCI-60 drug combinations with 297,098 pairs across 59 cell lines. The task is: Regression. Given two drug SMILES strings and cell line genomic features, predict the synergy score measuring deviation from expected non-interaction effect. (1) Drug 1: CN1CCC(CC1)COC2=C(C=C3C(=C2)N=CN=C3NC4=C(C=C(C=C4)Br)F)OC. Drug 2: CN1C(=O)N2C=NC(=C2N=N1)C(=O)N. Cell line: MDA-MB-435. Synergy scores: CSS=-6.79, Synergy_ZIP=4.18, Synergy_Bliss=0.691, Synergy_Loewe=-9.90, Synergy_HSA=-6.83. (2) Drug 1: CN1CCC(CC1)COC2=C(C=C3C(=C2)N=CN=C3NC4=C(C=C(C=C4)Br)F)OC. Drug 2: C1CCN(CC1)CCOC2=CC=C(C=C2)C(=O)C3=C(SC4=C3C=CC(=C4)O)C5=CC=C(C=C5)O. Cell line: TK-10. Synergy scores: CSS=21.7, Synergy_ZIP=7.17, Synergy_Bliss=9.22, Synergy_Loewe=-3.87, Synergy_HSA=8.46.